Dataset: Full USPTO retrosynthesis dataset with 1.9M reactions from patents (1976-2016). Task: Predict the reactants needed to synthesize the given product. (1) Given the product [C:16]1([NH:15][S:14]([C:10]2[CH:9]=[C:8]([C:7]#[C:6]/[CH:5]=[CH:4]/[C:3]([OH:24])=[O:2])[CH:13]=[CH:12][CH:11]=2)(=[O:23])=[O:22])[CH:17]=[CH:18][CH:19]=[CH:20][CH:21]=1, predict the reactants needed to synthesize it. The reactants are: C[O:2][C:3](=[O:24])/[CH:4]=[CH:5]/[C:6]#[C:7][C:8]1[CH:13]=[CH:12][CH:11]=[C:10]([S:14](=[O:23])(=[O:22])[NH:15][C:16]2[CH:21]=[CH:20][CH:19]=[CH:18][CH:17]=2)[CH:9]=1.[OH-].[Na+]. (2) Given the product [CH3:26][O:25][C:23](=[O:24])[NH:22][CH:17]([C:16]([NH:15][N:14]([CH2:13][CH:12]([OH:41])[CH:11]([NH2:10])[CH2:42][C:43]1[CH:44]=[CH:45][CH:46]=[CH:47][CH:48]=1)[CH2:28][C:29]1[CH:34]=[CH:33][C:32]([C:35]2[CH:40]=[CH:39][CH:38]=[CH:37][N:36]=2)=[CH:31][CH:30]=1)=[O:27])[C:18]([CH3:21])([CH3:20])[CH3:19], predict the reactants needed to synthesize it. The reactants are: C(OC(=O)[NH:10][CH:11]([CH2:42][C:43]1[CH:48]=[CH:47][CH:46]=[CH:45][CH:44]=1)[CH:12]([OH:41])[CH2:13][N:14]([CH2:28][C:29]1[CH:34]=[CH:33][C:32]([C:35]2[CH:40]=[CH:39][CH:38]=[CH:37][N:36]=2)=[CH:31][CH:30]=1)[NH:15][C:16](=[O:27])[CH:17]([NH:22][C:23]([O:25][CH3:26])=[O:24])[C:18]([CH3:21])([CH3:20])[CH3:19])C1C=CC=CC=1. (3) Given the product [ClH:25].[NH2:7][C@H:8]([C:11]1[CH:16]=[CH:15][C:14]([O:17][CH2:18][CH:19]([CH3:23])[CH2:20][CH2:21][CH3:22])=[CH:13][CH:12]=1)[CH2:9][OH:10], predict the reactants needed to synthesize it. The reactants are: C(OC(=O)[NH:7][C@H:8]([C:11]1[CH:16]=[CH:15][C:14]([O:17][CH2:18][CH:19]([CH3:23])[CH2:20][CH2:21][CH3:22])=[CH:13][CH:12]=1)[CH2:9][OH:10])(C)(C)C.[ClH:25]. (4) Given the product [Br:1][C:2]1[C:3]([CH3:13])=[C:4]([NH2:10])[C:5]([O:8][CH3:9])=[CH:6][CH:7]=1, predict the reactants needed to synthesize it. The reactants are: [Br:1][C:2]1[CH:7]=[CH:6][C:5]([O:8][CH3:9])=[C:4]([N+:10]([O-])=O)[C:3]=1[CH3:13].